This data is from Drug-target binding data from BindingDB using IC50 measurements. The task is: Regression. Given a target protein amino acid sequence and a drug SMILES string, predict the binding affinity score between them. We predict pIC50 (pIC50 = -log10(IC50 in M); higher means more potent). Dataset: bindingdb_ic50. (1) The drug is O=C1C(Cl)=C(N(C(=O)CCl)C(=O)CCl)C(=O)c2ccccc21. The target protein (Q27352) has sequence MREAICIHIGQAGCQVGNACWELFCLEHGIQPDGAMPSDKTIGVEDDAFNTFFSETGAGKHVPRAVFLDLEPTVVDEIRTGTYRQLFHPEQLISGKEDAANNYARGHYTIGKEIVDLCLDRIRKLADNCTGLQGFLVYHAVGGGTGSGLGALLLERLSVDYGKKSKLGYTVYPSPQVSTAVVEPYNSVLSTHSLLEHTDVAAMLDNEAIYDLTRANLDIERPTYTNLNRLIGQVVSALTASLRFDGALNVDLTEFQTNLVPYPRIHFVLTTYAPVISAEKAYHEQLSVSEISNAVFEPASMMTKCDPRHGKYMACCLMYRGDVVPKDVNAAVATIKTKRTIQFVDWSPTGFKCGINYQPPTVVPGGDLAKVQRAVCMIANSTAIAEVFARIDHKFDLMYSKRAFVHWYVGEGMEEGEFSEAREDLAALEKDYEEVGAESADMEGEEDVEEY. The pIC50 is 4.4. (2) The small molecule is CCCCCCCCCCCCC(=O)C=C1[C@H](O)[C@@H](C(=O)OC)[C@H](CC)N1Cc1ccccc1. The target protein (P04053) has sequence MDPPRASHLSPRKKRPRQTGALMASSPQDIKFQDLVVFILEKKMGTTRRAFLMELARRKGFRVENELSDSVTHIVAENNSGSDVLEWLQAQKVQVSSQPELLDVSWLIECIRAGKPVEMTGKHQLVVRRDYSDSTNPGPPKTPPIAVQKISQYACQRRTTLNNCNQIFTDAFDILAENCEFRENEDSCVTFMRAASVLKSLPFTIISMKDTEGIPCLGSKVKGIIEEIIEDGESSEVKAVLNDERYQSFKLFTSVFGVGLKTSEKWFRMGFRTLSKVRSDKSLKFTRMQKAGFLYYEDLVSCVTRAEAEAVSVLVKEAVWAFLPDAFVTMTGGFRRGKKMGHDVDFLITSPGSTEDEEQLLQKVMNLWEKKGLLLYYDLVESTFEKLRLPSRKVDALDHFQKCFLIFKLPRQRVDSDQSSWQEGKTWKAIRVDLVLCPYERRAFALLGWTGSRQFERDLRRYATHERKMILDNHALYDKTKRIFLKAESEEEIFAHLGLD.... The pIC50 is 4.3. (3) The drug is COc1cc2nc(C)nc(-c3cc(O)cc(O)c3)c2cc1OC. The pIC50 is 4.8. The target protein (P14646) has sequence MKKSRSVMAVTADDNLKDYFECSLSKSYSSSSYTLGIDLWRGRRCCSGNLQLPPLSQRQSERARTPEGDGISRPTTLPLTTLPSIAITTVSQECFDVENGPSPGRSPLDPQASSSSGLVLHAAFPGHSQRRESFLYRSDSDYDLSPKAMSRNSSLPSEQHGDDLIVTPFAQVLASLRIVRNNFTLLTNLHGAPNKRSPAASQAPVTRVSLQEESYQKLAMETLEELDWCLDQLETIQTYRSVSEMASNKFKRMLNRELTHLSEMSRSGNQVSEYISNTFLDKQNDVEIPSPTQKDREKKKKQQLMTQISGVKKLMHSSSLNNTSISRFGVNTENEDHLAKELEDLNKWGLNIFNVAGYSHNRPLTCIMYAIFQERDLLKTFKISSDTFVTYMMTLEDHYHSDVAYHNSLHAADVAQSTHVLLSTPALDAVFTDLEILAAIFAAAIHDVDHPGVSNQFLINTNSELALMYNDESVLENHHLAVGFKLLQEEHCDIFQNLTK.... (4) The drug is CC(=O)ON(C(C)=O)c1cccc(C(=O)c2ccc(Cc3nc4scc(C)c4c(=O)o3)cc2)c1. The target protein (P16753) has sequence MTMDEQQSQAVAPVYVGGFLARYDQSPDEAELLLPRDVVEHWLHAQGQGQPSLSVALPLNINHDDTAVVGHVAAMQSVRDGLFCLGCVTSPRFLEIVRRASEKSELVSRGPVSPLQPDKVVEFLSGSYAGLSLSSRRCDDVEAATSLSGSETTPFKHVALCSVGRRRGTLAVYGRDPEWVTQRFPDLTAADRDGLRAQWQRCGSTAVDASGDPFRSDSYGLLGNSVDALYIRERLPKLRYDKQLVGVTERESYVKASVSPEAACDIKAASAERSGDSRSQAATPAAGARVPSSSPSPPVEPPSPVQPPALPASPSVLPAESPPSLSPSEPAEAASMSHPLSAAVPAATAPPGATVAGASPAVSSLAWPHDGVYLPKDAFFSLLGASRSAVPVMYPGAVAAPPSASPAPLPLPSYPASYGAPVVGYDQLAARHFADYVDPHYPGWGRRYEPAPSLHPSYPVPPPPSPAYYRRRDSPGGMDEPPSGWERYDGGHRGQSQKQH.... The pIC50 is 5.8.